Dataset: Reaction yield outcomes from USPTO patents with 853,638 reactions. Task: Predict the reaction yield, written as a fraction of the theoretical maximum amount of product (1.0 means a 100% yield; for example, 0.34 means a 34% yield). (1) The reactants are [Cl:1][C:2]1[CH:7]=[CH:6][C:5]([NH:8][C:9]([NH:11][C:12]2[CH:17]=[CH:16][C:15]([N:18]3[C:26]4[CH:25]=[CH:24][N:23]=[C:22]([C:27]#[N:28])[C:21]=4[N:20]=[CH:19]3)=[CH:14][CH:13]=2)=[O:10])=[CH:4][C:3]=1[C:29]([F:32])([F:31])[F:30].C[O-].[Na+].[CH3:36][NH:37]C. The catalyst is CO.C(O)(=O)C. The product is [ClH:1].[Cl:1][C:2]1[CH:7]=[CH:6][C:5]([NH:8][C:9](=[O:10])[NH:11][C:12]2[CH:13]=[CH:14][C:15]([N:18]3[C:26]4[CH:25]=[CH:24][N:23]=[C:22]([C:27]([NH:37][CH3:36])=[NH:28])[C:21]=4[N:20]=[CH:19]3)=[CH:16][CH:17]=2)=[CH:4][C:3]=1[C:29]([F:30])([F:31])[F:32]. The yield is 0.300. (2) The reactants are [F:1][C:2]1[CH:7]=[CH:6][C:5]([CH:8]2[C:12]3[C:13]([CH3:20])=[C:14]([NH2:19])[C:15]([CH3:18])=[C:16]([CH3:17])[C:11]=3[O:10][C:9]2([CH3:22])[CH3:21])=[CH:4][CH:3]=1.[CH3:23][O:24][C:25]1[CH:33]=[CH:32][C:28]([C:29](Cl)=[O:30])=[CH:27][CH:26]=1. The catalyst is C(OCC)(=O)C.CCCCCC. The product is [F:1][C:2]1[CH:7]=[CH:6][C:5]([CH:8]2[C:12]3[C:13]([CH3:20])=[C:14]([NH:19][C:29](=[O:30])[C:28]4[CH:32]=[CH:33][C:25]([O:24][CH3:23])=[CH:26][CH:27]=4)[C:15]([CH3:18])=[C:16]([CH3:17])[C:11]=3[O:10][C:9]2([CH3:22])[CH3:21])=[CH:4][CH:3]=1. The yield is 0.790.